Dataset: Reaction yield outcomes from USPTO patents with 853,638 reactions. Task: Predict the reaction yield, written as a fraction of the theoretical maximum amount of product (1.0 means a 100% yield; for example, 0.34 means a 34% yield). (1) The reactants are Cl.[NH2:2][CH2:3][C:4]1[CH:5]=[C:6]([CH2:12][CH:13]([CH2:19][CH3:20])[C:14]([O:16][CH2:17][CH3:18])=[O:15])[CH:7]=[CH:8][C:9]=1[O:10][CH3:11].C(N(CC)CC)C.C(Cl)(=O)OCC.[N:34]1[CH:39]=[CH:38][CH:37]=[CH:36][C:35]=1[O:40][C:41]1[CH:49]=[CH:48][C:44]([C:45](O)=[O:46])=[CH:43][CH:42]=1. The catalyst is C(Cl)Cl. The product is [N:34]1[CH:39]=[CH:38][CH:37]=[CH:36][C:35]=1[O:40][C:41]1[CH:49]=[CH:48][C:44]([C:45]([NH:2][CH2:3][C:4]2[CH:5]=[C:6]([CH2:12][CH:13]([CH2:19][CH3:20])[C:14]([O:16][CH2:17][CH3:18])=[O:15])[CH:7]=[CH:8][C:9]=2[O:10][CH3:11])=[O:46])=[CH:43][CH:42]=1. The yield is 0.680. (2) The reactants are [C:1]([O:5][C:6]([N:8]1[CH2:13][CH2:12][C:11](=[O:14])[CH2:10][CH2:9]1)=[O:7])([CH3:4])([CH3:3])[CH3:2]. The catalyst is COC(OC)N(C)C. The product is [C:1]([O:5][C:6]([N:8]1[CH2:9][CH2:10][C:11](=[O:14])/[C:12](=[CH:6]\[N:8]([CH3:13])[CH3:9])/[CH2:13]1)=[O:7])([CH3:4])([CH3:2])[CH3:3]. The yield is 0.180. (3) The reactants are [C:1]1([S:11]([NH2:14])(=[O:13])=[O:12])[C:2]([S:7]([NH2:10])(=[O:9])=[O:8])=[CH:3][CH:4]=[CH:5][CH:6]=1.[CH3:15][C:16]1[N:17]=[C:18]([C:24]2[CH:29]=[CH:28][CH:27]=[C:26]([C:30]([F:33])([F:32])[F:31])[CH:25]=2)[S:19][C:20]=1[C:21](O)=[O:22].C(Cl)CCl. The catalyst is CN(C1C=CN=CC=1)C.CN(C=O)C.O. The product is [CH3:15][C:16]1[N:17]=[C:18]([C:24]2[CH:29]=[CH:28][CH:27]=[C:26]([C:30]([F:33])([F:31])[F:32])[CH:25]=2)[S:19][C:20]=1[C:21]([NH:10][S:7]([C:2]1[CH:3]=[CH:4][CH:5]=[CH:6][C:1]=1[S:11](=[O:13])(=[O:12])[NH2:14])(=[O:9])=[O:8])=[O:22]. The yield is 0.420. (4) The reactants are C[N:2]1[C:6]2[CH:7]=[C:8](C#N)[CH:9]=[CH:10][C:5]=2[N:4]=[C:3]1CN1CCOCC1.Cl[CH2:21][C:22]1N(C)[C:25]2[CH:28]=C(C#N)C=C[C:24]=2[N:23]=1.N1CC[O:37]CC1. The catalyst is CCO. The product is [CH3:28][CH:25]1[CH2:24][N:23]([C:3]2[NH:2][C:6]3[CH:7]=[CH:8][CH:9]=[CH:10][C:5]=3[N:4]=2)[CH2:22][CH2:21][O:37]1. The yield is 1.00. (5) The catalyst is CC(O)=O.[Fe]. The reactants are [NH2:1][C:2]1[C:11]([N+:12]([O-])=O)=[C:10]2[C:5]([C:6]([CH3:18])([CH3:17])[C:7](=[O:16])[NH:8][C:9]2=[O:15])=[CH:4][C:3]=1[Br:19]. The yield is 1.00. The product is [NH2:1][C:2]1[C:11]([NH2:12])=[C:10]2[C:5]([C:6]([CH3:17])([CH3:18])[C:7](=[O:16])[NH:8][C:9]2=[O:15])=[CH:4][C:3]=1[Br:19]. (6) The reactants are [NH2:1][CH2:2][CH2:3][NH:4][C:5]1[N:10]=[C:9]([C:11]2[CH:16]=[CH:15][C:14]([C:17]#[N:18])=[CH:13][CH:12]=2)[C:8]([C:19]2[NH:20][CH:21]=[CH:22][N:23]=2)=[CH:7][N:6]=1.Cl[C:25]1[CH:30]=[CH:29][C:28]([C:31]([F:34])([F:33])[F:32])=[CH:27][N:26]=1.CCN(C(C)C)C(C)C. The catalyst is CC(N(C)C)=O.C(OCC)(=O)C. The product is [NH:20]1[CH:21]=[CH:22][N:23]=[C:19]1[C:8]1[C:9]([C:11]2[CH:16]=[CH:15][C:14]([C:17]#[N:18])=[CH:13][CH:12]=2)=[N:10][C:5]([NH:4][CH2:3][CH2:2][NH:1][C:25]2[CH:30]=[CH:29][C:28]([C:31]([F:34])([F:33])[F:32])=[CH:27][N:26]=2)=[N:6][CH:7]=1. The yield is 0.0500. (7) The reactants are [CH:1]1([C@@:7]([OH:36])([C:30]2[CH:35]=[CH:34][CH:33]=[CH:32][CH:31]=2)[C:8]2[CH:12]=[C:11]([CH2:13][N+:14]34[CH2:21][CH2:20][CH:17]([CH2:18][CH2:19]3)[C@@H:16]([O:22][C:23]3[CH:28]=[CH:27][CH:26]=[C:25]([F:29])[CH:24]=3)[CH2:15]4)[O:10][N:9]=2)[CH2:6][CH2:5][CH2:4][CH2:3][CH2:2]1.[Cl-].C1([C@@](O)(C2C=CC=CC=2)C2C=C(C[N+]34CCC(CC3)[C@@H](OC3C=CC=C(F)C=3)C4)ON=2)CCCCC1.[S:74]([CH2:78][CH2:79][OH:80])([O-:77])(=[O:76])=[O:75].[NH4+]. The catalyst is C(Cl)Cl.CO.O. The product is [OH:80][CH2:79][CH2:78][S:74]([O-:77])(=[O:76])=[O:75].[CH:30]1([C@@:7]([OH:36])([C:1]2[CH:2]=[CH:3][CH:4]=[CH:5][CH:6]=2)[C:8]2[CH:12]=[C:11]([CH2:13][N+:14]34[CH2:19][CH2:18][CH:17]([CH2:20][CH2:21]3)[C@@H:16]([O:22][C:23]3[CH:28]=[CH:27][CH:26]=[C:25]([F:29])[CH:24]=3)[CH2:15]4)[O:10][N:9]=2)[CH2:35][CH2:34][CH2:33][CH2:32][CH2:31]1. The yield is 0.820.